From a dataset of TCR-epitope binding with 47,182 pairs between 192 epitopes and 23,139 TCRs. Binary Classification. Given a T-cell receptor sequence (or CDR3 region) and an epitope sequence, predict whether binding occurs between them. The epitope is LEPLVDLPI. The TCR CDR3 sequence is CASSLAYRDSNTGELFF. Result: 1 (the TCR binds to the epitope).